The task is: Predict the reactants needed to synthesize the given product.. This data is from Full USPTO retrosynthesis dataset with 1.9M reactions from patents (1976-2016). Given the product [CH3:20][C:12]1([CH3:21])[C:11]2[C:16](=[CH:17][C:8]([NH2:7])=[CH:9][CH:10]=2)[CH2:15][NH:14][CH2:13]1, predict the reactants needed to synthesize it. The reactants are: [H-].[H-].[H-].[H-].[Li+].[Al+3].[NH2:7][C:8]1[CH:17]=[C:16]2[C:11]([C:12]([CH3:21])([CH3:20])[C:13](=O)[NH:14][C:15]2=O)=[CH:10][CH:9]=1.[OH-].[Na+].